Dataset: Full USPTO retrosynthesis dataset with 1.9M reactions from patents (1976-2016). Task: Predict the reactants needed to synthesize the given product. (1) Given the product [Cl:8][C:6]1[C:5]([C:9]([F:12])([F:11])[F:10])=[CH:4][C:3]([N+:13]([O-:15])=[O:14])=[C:2]([NH:43][CH:40]2[CH2:39][CH2:38][N:37]([C@H:34]3[CH2:35][CH2:36][C@H:31]([O:30][CH2:27][CH2:28][CH3:29])[CH2:32][CH2:33]3)[CH2:42][CH2:41]2)[CH:7]=1, predict the reactants needed to synthesize it. The reactants are: Cl[C:2]1[CH:7]=[C:6]([Cl:8])[C:5]([C:9]([F:12])([F:11])[F:10])=[CH:4][C:3]=1[N+:13]([O-:15])=[O:14].C(N(C(C)C)CC)(C)C.Cl.Cl.[CH2:27]([O:30][C@H:31]1[CH2:36][CH2:35][C@H:34]([N:37]2[CH2:42][CH2:41][CH:40]([NH2:43])[CH2:39][CH2:38]2)[CH2:33][CH2:32]1)[CH2:28][CH3:29]. (2) Given the product [CH3:20][S:21]([O:9][CH2:8][C:7]1[C:6]([F:10])=[CH:5][N:4]=[CH:3][C:2]=1[F:1])(=[O:23])=[O:22], predict the reactants needed to synthesize it. The reactants are: [F:1][C:2]1[CH:3]=[N:4][CH:5]=[C:6]([F:10])[C:7]=1[CH2:8][OH:9].C(N(C(C)C)C(C)C)C.[CH3:20][S:21](Cl)(=[O:23])=[O:22].